Dataset: Forward reaction prediction with 1.9M reactions from USPTO patents (1976-2016). Task: Predict the product of the given reaction. (1) The product is: [OH:11][B:10]([OH:12])[C:6]1[CH:5]=[C:4]([CH:9]=[CH:8][CH:7]=1)[C:1]([NH:37][C:36]([CH3:38])([C:39]([O:41][CH:42]1[CH2:46][CH2:45][CH2:44][CH2:43]1)=[O:40])[CH3:35])=[O:3]. Given the reactants [C:1]([C:4]1[CH:5]=[C:6]([B:10]([OH:12])[OH:11])[CH:7]=[CH:8][CH:9]=1)([OH:3])=O.C1C=CC2N(O)N=NC=2C=1.CCN=C=NCCCN(C)C.Cl.[CH3:35][C:36]([C:39]([O:41][CH:42]1[CH2:46][CH2:45][CH2:44][CH2:43]1)=[O:40])([CH3:38])[NH2:37], predict the reaction product. (2) Given the reactants [NH:1]1[CH2:6][CH2:5][CH:4]([CH2:7][OH:8])[CH2:3][CH2:2]1.F[C:10]1[CH:17]=[CH:16][C:13]([C:14]#[N:15])=[CH:12][C:11]=1[C:18]([F:21])([F:20])[F:19].C(=O)([O-])[O-].[K+].[K+].O, predict the reaction product. The product is: [OH:8][CH2:7][CH:4]1[CH2:5][CH2:6][N:1]([C:10]2[CH:17]=[CH:16][C:13]([C:14]#[N:15])=[CH:12][C:11]=2[C:18]([F:19])([F:21])[F:20])[CH2:2][CH2:3]1.